From a dataset of Catalyst prediction with 721,799 reactions and 888 catalyst types from USPTO. Predict which catalyst facilitates the given reaction. (1) Reactant: [Br:1][C:2]1[CH:7]=[CH:6][C:5]([CH2:8][C@H:9]([NH:13][C:14]([C:16]2[S:17][C:18]([C:21]([CH3:24])([CH3:23])[CH3:22])=[CH:19][CH:20]=2)=[O:15])[C:10](O)=[O:11])=[CH:4][CH:3]=1.[NH2:25][C@@H:26]([C:28]([O:30][C:31]([CH3:34])([CH3:33])[CH3:32])=[O:29])[CH3:27].CCN(C(C)C)C(C)C.CN(C(ON1N=NC2C=CC=NC1=2)=[N+](C)C)C.F[P-](F)(F)(F)(F)F. Product: [Br:1][C:2]1[CH:7]=[CH:6][C:5]([CH2:8][C@H:9]([NH:13][C:14]([C:16]2[S:17][C:18]([C:21]([CH3:23])([CH3:24])[CH3:22])=[CH:19][CH:20]=2)=[O:15])[C:10]([NH:25][C@@H:26]([C:28]([O:30][C:31]([CH3:34])([CH3:33])[CH3:32])=[O:29])[CH3:27])=[O:11])=[CH:4][CH:3]=1. The catalyst class is: 499. (2) Reactant: [N+:1]([C:4]1[CH:11]=[CH:10][C:7]([CH2:8]Cl)=[CH:6][CH:5]=1)([O-:3])=[O:2].[CH2:12]([N:14]1[CH2:19][CH2:18][NH:17][CH2:16][CH2:15]1)[CH3:13].C(=O)([O-])[O-].[K+].[K+]. Product: [CH2:12]([N:14]1[CH2:19][CH2:18][N:17]([CH2:8][C:7]2[CH:10]=[CH:11][C:4]([N+:1]([O-:3])=[O:2])=[CH:5][CH:6]=2)[CH2:16][CH2:15]1)[CH3:13]. The catalyst class is: 21.